Dataset: Catalyst prediction with 721,799 reactions and 888 catalyst types from USPTO. Task: Predict which catalyst facilitates the given reaction. (1) Reactant: [Cl:1][C:2]1[CH:7]=[C:6]([Cl:8])[CH:5]=[CH:4][C:3]=1[S:9]([NH:12][CH2:13][CH2:14][CH2:15][CH2:16][N:17]([C:21]([NH:23][CH:24]1[CH2:29][CH2:28][CH2:27][CH2:26][CH2:25]1)=[O:22])[CH2:18][CH2:19][OH:20])(=[O:11])=[O:10].[C:30]1([N:36]=[C:37]=[O:38])[CH:35]=[CH:34][CH:33]=[CH:32][CH:31]=1. Product: [C:30]1([NH:36][C:37](=[O:38])[O:20][CH2:19][CH2:18][N:17]([C:21]([NH:23][CH:24]2[CH2:25][CH2:26][CH2:27][CH2:28][CH2:29]2)=[O:22])[CH2:16][CH2:15][CH2:14][CH2:13][NH:12][S:9]([C:3]2[CH:4]=[CH:5][C:6]([Cl:8])=[CH:7][C:2]=2[Cl:1])(=[O:11])=[O:10])[CH:35]=[CH:34][CH:33]=[CH:32][CH:31]=1. The catalyst class is: 2. (2) Reactant: Cl.[CH3:2][C:3]1[C:4]([C:21]([OH:23])=O)=[CH:5][S:6][C:7]=1/[C:8](/[CH2:11][CH2:12][CH2:13][N:14]1[CH2:19][CH2:18][N:17]([CH3:20])[CH2:16][CH2:15]1)=[CH:9]\[CH3:10].Cl.[NH2:25][CH2:26][C:27]1[C:28](=[O:35])[NH:29][C:30]([CH3:34])=[CH:31][C:32]=1[CH3:33].CN1CCOCC1.C1C=NC2N(O)N=NC=2C=1.C(Cl)CCl. Product: [CH3:33][C:32]1[CH:31]=[C:30]([CH3:34])[NH:29][C:28](=[O:35])[C:27]=1[CH2:26][NH:25][C:21]([C:4]1[C:3]([CH3:2])=[C:7](/[C:8](/[CH2:11][CH2:12][CH2:13][N:14]2[CH2:15][CH2:16][N:17]([CH3:20])[CH2:18][CH2:19]2)=[CH:9]\[CH3:10])[S:6][CH:5]=1)=[O:23]. The catalyst class is: 16.